From a dataset of Catalyst prediction with 721,799 reactions and 888 catalyst types from USPTO. Predict which catalyst facilitates the given reaction. (1) Reactant: CC(C)([O-])C.[K+].[Cl:7][C:8]1[C:13]([Cl:14])=[CH:12][CH:11]=[CH:10][C:9]=1[S:15]([N:18]([CH2:20][CH2:21][N:22]([CH2:36][CH2:37][CH2:38]Cl)[C:23]([NH:25][CH2:26][CH2:27][C:28]1[CH:33]=[CH:32][C:31]([C:34]#[N:35])=[CH:30][CH:29]=1)=[O:24])[CH3:19])(=[O:17])=[O:16]. Product: [Cl:7][C:8]1[C:13]([Cl:14])=[CH:12][CH:11]=[CH:10][C:9]=1[S:15]([N:18]([CH2:20][CH2:21][N:22]1[CH2:36][CH2:37][CH2:38][N:25]([CH2:26][CH2:27][C:28]2[CH:29]=[CH:30][C:31]([C:34]#[N:35])=[CH:32][CH:33]=2)[C:23]1=[O:24])[CH3:19])(=[O:16])=[O:17]. The catalyst class is: 9. (2) Reactant: OC(C(F)(F)F)=O.[N:8]1([CH2:14][C:15]2[N:16]=[N:17][C:18]3[C:19](=[C:21]([NH2:26])[N:22]=[C:23]([NH2:25])[N:24]=3)[N:20]=2)[CH2:13][CH2:12][NH:11][CH2:10][CH2:9]1.[Cl:27][C:28]1[CH:35]=[CH:34][C:31]([CH2:32]Cl)=[CH:30][CH:29]=1.C(=O)([O-])[O-].[K+].[K+].CC#N.O. Product: [Cl:27][C:28]1[CH:35]=[CH:34][C:31]([CH2:32][N:11]2[CH2:12][CH2:13][N:8]([CH2:14][C:15]3[N:16]=[N:17][C:18]4[C:19](=[C:21]([NH2:26])[N:22]=[C:23]([NH2:25])[N:24]=4)[N:20]=3)[CH2:9][CH2:10]2)=[CH:30][CH:29]=1. The catalyst class is: 3. (3) Reactant: [CH2:1]([C@@:5]1([CH2:31][CH3:32])[NH:11][C@H:10]([C:12]2[CH:17]=[CH:16][CH:15]=[CH:14][CH:13]=2)[C:9]2[CH:18]=[C:19]([O:27][CH3:28])[C:20]([CH2:22][CH2:23][C:24](O)=[O:25])=[CH:21][C:8]=2[S:7](=[O:30])(=[O:29])[CH2:6]1)[CH2:2][CH2:3][CH3:4]. Product: [CH2:1]([C@@:5]1([CH2:31][CH3:32])[NH:11][C@H:10]([C:12]2[CH:13]=[CH:14][CH:15]=[CH:16][CH:17]=2)[C:9]2[CH:18]=[C:19]([O:27][CH3:28])[C:20]([CH2:22][CH2:23][CH2:24][OH:25])=[CH:21][C:8]=2[S:7](=[O:29])(=[O:30])[CH2:6]1)[CH2:2][CH2:3][CH3:4]. The catalyst class is: 1. (4) Reactant: [I:1][C:2]1[CH:3]=[C:4]2[C:8](=[CH:9][CH:10]=1)[N:7]([CH2:11][C:12]1[CH:17]=[CH:16][CH:15]=[C:14]([F:18])[CH:13]=1)[C:6]([C:19]([OH:21])=O)=[CH:5]2.[NH2:22][C:23]1[CH:24]=[N:25][C:26]([N:29]2[CH2:33][CH2:32][CH2:31][CH2:30]2)=[CH:27][CH:28]=1.Cl.CN(C)CCCN=C=NCC.ON1C2C=CC=CC=2N=N1. Product: [N:29]1([C:26]2[N:25]=[CH:24][C:23]([NH:22][C:19]([C:6]3[N:7]([CH2:11][C:12]4[CH:17]=[CH:16][CH:15]=[C:14]([F:18])[CH:13]=4)[C:8]4[C:4]([CH:5]=3)=[CH:3][C:2]([I:1])=[CH:10][CH:9]=4)=[O:21])=[CH:28][CH:27]=2)[CH2:33][CH2:32][CH2:31][CH2:30]1. The catalyst class is: 9. (5) Reactant: C1(P(C2C=CC=CC=2)C2C=CC=CC=2)C=CC=CC=1.CCOC(/N=N/C(OCC)=O)=O.[C:32]([O:36][CH3:37])(=[O:35])[CH2:33]O.[NH:38]1[C:42]([CH:43]2[CH2:48][CH2:47][N:46]([C:49]([O:51][C:52]([CH3:55])([CH3:54])[CH3:53])=[O:50])[CH2:45][CH2:44]2)=[N:41][N:40]=[N:39]1. Product: [CH3:37][O:36][C:32](=[O:35])[CH2:33][N:41]1[C:42]([CH:43]2[CH2:48][CH2:47][N:46]([C:49]([O:51][C:52]([CH3:55])([CH3:54])[CH3:53])=[O:50])[CH2:45][CH2:44]2)=[N:38][N:39]=[N:40]1. The catalyst class is: 4. (6) Reactant: FC(F)(F)C(O)=O.[C:8]([S:11][CH:12]1[CH2:17][CH2:16][NH:15][CH2:14]/[C:13]/1=[CH:18]\[C:19]1[N:20]=[C:21]([NH:24][C:25]([O:27][C:28]([CH3:31])([CH3:30])[CH3:29])=[O:26])[S:22][CH:23]=1)(=[O:10])[CH3:9].Br[CH:33]([C:39]1[CH:44]=[CH:43][CH:42]=[CH:41][C:40]=1[F:45])[C:34]([CH:36]1[CH2:38][CH2:37]1)=[O:35].C(N(CC)CC)C. Product: [C:8]([S:11][CH:12]1[CH2:17][CH2:16][N:15]([CH:33]([C:39]2[CH:44]=[CH:43][CH:42]=[CH:41][C:40]=2[F:45])[C:34]([CH:36]2[CH2:37][CH2:38]2)=[O:35])[CH2:14]/[C:13]/1=[CH:18]\[C:19]1[N:20]=[C:21]([NH:24][C:25]([O:27][C:28]([CH3:31])([CH3:30])[CH3:29])=[O:26])[S:22][CH:23]=1)(=[O:10])[CH3:9]. The catalyst class is: 10. (7) Reactant: [C:1]([O:4][C@H:5]1[C@H:11]([O:12][C:13](=[O:15])[CH3:14])[C@@H:10]([CH2:16][O:17][C:18](=[O:20])[CH3:19])[O:9][CH:7]([OH:8])[C@@H:6]1[N:21]1[C:25](=[O:26])[C:24]2=[CH:27][CH:28]=[CH:29][CH:30]=[C:23]2[C:22]1=[O:31])(=[O:3])[CH3:2].[Cl:32][C:33]([Cl:37])([Cl:36])[C:34]#[N:35].C([O-])([O-])=O.[K+].[K+]. Product: [Cl:32][C:33]([Cl:37])([Cl:36])[C:34](=[NH:35])[O:8][C@@H:7]1[O:9][C@H:10]([CH2:16][O:17][C:18](=[O:20])[CH3:19])[C@@H:11]([O:12][C:13](=[O:15])[CH3:14])[C@H:5]([O:4][C:1](=[O:3])[CH3:2])[C@H:6]1[N:21]1[C:22](=[O:31])[C:23]2=[CH:30][CH:29]=[CH:28][CH:27]=[C:24]2[C:25]1=[O:26]. The catalyst class is: 2. (8) Reactant: [C:1]([O:5][C:6](=[O:28])[NH:7][C:8]1([CH2:16][CH2:17][C:18]2[CH:23]=[CH:22][C:21]([OH:24])=[C:20]([CH:25]([F:27])[F:26])[CH:19]=2)[CH2:13][O:12][C:11]([CH3:15])([CH3:14])[O:10][CH2:9]1)([CH3:4])([CH3:3])[CH3:2].C(=O)([O-])[O-].[K+].[K+].Br[CH2:36][CH2:37][CH2:38][CH2:39][CH2:40][CH2:41][CH2:42][CH3:43].O. Product: [C:1]([O:5][C:6](=[O:28])[NH:7][C:8]1([CH2:16][CH2:17][C:18]2[CH:23]=[CH:22][C:21]([O:24][CH2:36][CH2:37][CH2:38][CH2:39][CH2:40][CH2:41][CH2:42][CH3:43])=[C:20]([CH:25]([F:27])[F:26])[CH:19]=2)[CH2:13][O:12][C:11]([CH3:15])([CH3:14])[O:10][CH2:9]1)([CH3:2])([CH3:3])[CH3:4]. The catalyst class is: 9.